From a dataset of Catalyst prediction with 721,799 reactions and 888 catalyst types from USPTO. Predict which catalyst facilitates the given reaction. (1) Reactant: [Br:1][C:2]1[C:3]([CH3:9])=[C:4]([CH:6]=[CH:7][CH:8]=1)[NH2:5].F[C:11]1[CH:16]=[C:15]([CH3:17])[CH:14]=[CH:13][N:12]=1.CC(C)([O-])C.[K+]. Product: [Br:1][C:2]1[C:3]([CH3:9])=[C:4]([NH:5][C:11]2[CH:16]=[C:15]([CH3:17])[CH:14]=[CH:13][N:12]=2)[CH:6]=[CH:7][CH:8]=1. The catalyst class is: 16. (2) Reactant: [H-].[Na+].[CH3:3][O:4][C:5]1[CH:6]=[C:7]2[C:11](=[CH:12][CH:13]=1)[C:10](=O)[CH2:9][CH2:8]2.[C:15]([O:18][CH2:19][CH3:20])(=[O:17])[CH3:16]. Product: [CH3:3][O:4][C:5]1[CH:6]=[C:7]2[C:11](=[CH:12][CH:13]=1)[CH:10]([CH2:16][C:15]([O:18][CH2:19][CH3:20])=[O:17])[CH2:9][CH2:8]2. The catalyst class is: 1. (3) Reactant: [NH2:1][C:2]1[CH:7]=[CH:6][CH:5]=[CH:4][C:3]=1[S:8]([NH2:11])(=[O:10])=[O:9].[Cl:12][C:13]1[C:14]([F:23])=[C:15]([S:19](Cl)(=[O:21])=[O:20])[CH:16]=[CH:17][CH:18]=1. Product: [Cl:12][C:13]1[C:14]([F:23])=[C:15]([S:19]([NH:1][C:2]2[CH:7]=[CH:6][CH:5]=[CH:4][C:3]=2[S:8](=[O:9])(=[O:10])[NH2:11])(=[O:21])=[O:20])[CH:16]=[CH:17][CH:18]=1. The catalyst class is: 17. (4) Reactant: [Na].[C:2]1([SH:8])[CH:7]=[CH:6][CH:5]=[CH:4][CH:3]=1.C(O)C.[CH2:12]([O:19][N:20]=[C:21](Br)[CH:22]=[CH:23][S:24][C:25]1[CH:30]=[CH:29][CH:28]=[CH:27][CH:26]=1)[C:13]1[CH:18]=[CH:17][CH:16]=[CH:15][CH:14]=1. Product: [CH2:12]([O:19][N:20]=[C:21]([S:8][C:2]1[CH:7]=[CH:6][CH:5]=[CH:4][CH:3]=1)[CH:22]=[CH:23][S:24][C:25]1[CH:30]=[CH:29][CH:28]=[CH:27][CH:26]=1)[C:13]1[CH:18]=[CH:17][CH:16]=[CH:15][CH:14]=1. The catalyst class is: 22.